Dataset: Forward reaction prediction with 1.9M reactions from USPTO patents (1976-2016). Task: Predict the product of the given reaction. (1) Given the reactants [OH:1][CH:2]1[CH2:7][CH2:6][N:5]([C:8]([O:10][C:11]([CH3:14])([CH3:13])[CH3:12])=[O:9])[CH2:4][CH2:3]1.[H-].[Na+].Br[CH2:18][C:19]1[CH:24]=[CH:23][C:22]([O:25][C:26]([F:29])([F:28])[F:27])=[CH:21][CH:20]=1, predict the reaction product. The product is: [F:27][C:26]([F:28])([F:29])[O:25][C:22]1[CH:23]=[CH:24][C:19]([CH2:18][O:1][CH:2]2[CH2:3][CH2:4][N:5]([C:8]([O:10][C:11]([CH3:14])([CH3:13])[CH3:12])=[O:9])[CH2:6][CH2:7]2)=[CH:20][CH:21]=1. (2) Given the reactants [NH:1]1[C:9]2[C:4](=[CH:5][CH:6]=[CH:7][CH:8]=2)[CH:3]=[C:2]1[C:10]1[C:11]([O:32][CH3:33])=[CH:12][C:13]([O:30][CH3:31])=[C:14](/[CH:16]=[CH:17]/[C:18]([C:20]2[CH:25]=[CH:24][C:23]([S:26]([NH2:29])(=[O:28])=[O:27])=[CH:22][CH:21]=2)=[O:19])[CH:15]=1.CCN(CC)CC.[CH3:41][C:42](OC(C)=O)=[O:43], predict the reaction product. The product is: [C:42]([NH:29][S:26]([C:23]1[CH:22]=[CH:21][C:20]([C:18](=[O:19])/[CH:17]=[CH:16]/[C:14]2[CH:15]=[C:10]([C:2]3[NH:1][C:9]4[C:4]([CH:3]=3)=[CH:5][CH:6]=[CH:7][CH:8]=4)[C:11]([O:32][CH3:33])=[CH:12][C:13]=2[O:30][CH3:31])=[CH:25][CH:24]=1)(=[O:28])=[O:27])(=[O:43])[CH3:41]. (3) Given the reactants [F:1][C:2]1[CH:7]=[CH:6][C:5]([C:8]2[N:13]=[CH:12][N:11]=[C:10]([NH:14][C:15]3[CH:20]=[CH:19][C:18]([CH2:21][C@H:22]([NH:41][C:42](=[O:44])[CH3:43])[C@@H:23]4[O:27]C(=O)[N:25]([C:29]5([C:32]6[CH:37]=[CH:36][CH:35]=[C:34]([CH:38]([CH3:40])[CH3:39])[CH:33]=6)[CH2:31][CH2:30]5)[CH2:24]4)=[CH:17][CH:16]=3)[CH:9]=2)=[CH:4][CH:3]=1.O([Si](C)(C)C)[K], predict the reaction product. The product is: [F:1][C:2]1[CH:3]=[CH:4][C:5]([C:8]2[N:13]=[CH:12][N:11]=[C:10]([NH:14][C:15]3[CH:16]=[CH:17][C:18]([CH2:21][C@H:22]([NH:41][C:42](=[O:44])[CH3:43])[C@H:23]([OH:27])[CH2:24][NH:25][C:29]4([C:32]5[CH:37]=[CH:36][CH:35]=[C:34]([CH:38]([CH3:40])[CH3:39])[CH:33]=5)[CH2:30][CH2:31]4)=[CH:19][CH:20]=3)[CH:9]=2)=[CH:6][CH:7]=1. (4) Given the reactants [O:1]1[C:5]2[CH:6]=[CH:7][CH:8]=[CH:9][C:4]=2[CH:3]=[C:2]1[C:10]([NH:12][C:13]1[S:14][CH:15]=[C:16](OS(C(F)(F)F)(=O)=O)[C:17]=1[C:18]([O:20]C(C)(C)C)=[O:19])=[O:11].[F:33][C:34]([F:46])([F:45])[O:35][C:36]1[CH:41]=[CH:40][C:39](B(O)O)=[CH:38][CH:37]=1.C(=O)([O-])[O-].[Na+].[Na+].C(O)C, predict the reaction product. The product is: [O:1]1[C:5]2[CH:6]=[CH:7][CH:8]=[CH:9][C:4]=2[CH:3]=[C:2]1[C:10]([NH:12][C:13]1[S:14][CH:15]=[C:16]([C:39]2[CH:38]=[CH:37][C:36]([O:35][C:34]([F:33])([F:45])[F:46])=[CH:41][CH:40]=2)[C:17]=1[C:18]([OH:20])=[O:19])=[O:11]. (5) Given the reactants [Cl:1][C:2]1[CH:7]=[CH:6][C:5]([CH2:8]Cl)=[CH:4][CH:3]=1.[CH3:10][CH:11]1[CH2:16][NH:15][CH:14]([CH3:17])[CH2:13][NH:12]1, predict the reaction product. The product is: [Cl:1][C:2]1[CH:7]=[CH:6][C:5]([CH2:8][N:12]2[CH2:13][CH:14]([CH3:17])[NH:15][CH2:16][CH:11]2[CH3:10])=[CH:4][CH:3]=1.